From a dataset of Reaction yield outcomes from USPTO patents with 853,638 reactions. Predict the reaction yield, written as a fraction of the theoretical maximum amount of product (1.0 means a 100% yield; for example, 0.34 means a 34% yield). (1) The reactants are Cl[C:2]1[N:7]=[CH:6][N:5]=[C:4]([NH2:8])[CH:3]=1.[Na].[C:10]1([OH:16])[CH:15]=[CH:14][CH:13]=[CH:12][CH:11]=1.[OH-].[Na+]. No catalyst specified. The product is [O:16]([C:2]1[N:7]=[CH:6][N:5]=[C:4]([NH2:8])[CH:3]=1)[C:10]1[CH:15]=[CH:14][CH:13]=[CH:12][CH:11]=1. The yield is 0.750. (2) The reactants are [Br:1][C:2]1[CH:3]=[N:4][CH:5]=[C:6]([N:8]2[CH2:12][CH2:11][CH2:10][C@H:9]2[C:13](C)(C)[O:14][SiH2]C(C)(C)C)[CH:7]=1.Cl.O1CCOCC1. The catalyst is CO. The product is [Br:1][C:2]1[CH:7]=[C:6]([N:8]2[CH2:12][CH2:11][CH2:10][C@H:9]2[CH2:13][OH:14])[CH:5]=[N:4][CH:3]=1. The yield is 0.870. (3) The reactants are [CH2:1]([O:8][C:9](=[O:13])[NH:10][CH:11]=[CH2:12])[C:2]1[CH:7]=[CH:6][CH:5]=[CH:4][CH:3]=1.N1([CH:23]([NH:26][C:27]2[CH:32]=[CH:31][C:30]([C:33]([F:36])([F:35])[F:34])=[CH:29][CH:28]=2)[CH2:24][CH3:25])C2C=CC=CC=2N=N1. The catalyst is C1(C)C=CC=CC=1.CCOC(C)=O.O.C1(C)C=CC(S(O)(=O)=O)=CC=1. The product is [CH2:1]([O:8][C:9](=[O:13])[NH:10][C@H:11]1[C:28]2[C:27](=[CH:32][CH:31]=[C:30]([C:33]([F:34])([F:35])[F:36])[CH:29]=2)[NH:26][C@@H:23]([CH2:24][CH3:25])[CH2:12]1)[C:2]1[CH:7]=[CH:6][CH:5]=[CH:4][CH:3]=1. The yield is 0.680. (4) The reactants are Cl.Br[C:3]1[CH:4]=[C:5]2[C:10](=[CH:11][CH:12]=1)[N:9]=[CH:8][N:7]=[C:6]2[NH:13][C:14]1[CH:19]=[CH:18][C:17]([F:20])=[C:16]([Cl:21])[CH:15]=1.[O:22]1[CH2:27][CH2:26][N:25]([CH2:28][CH2:29][C:30]2[S:34][C:33](B(OC(C)C)OC(C)C)=[CH:32][CH:31]=2)[CH2:24][CH2:23]1. No catalyst specified. The product is [Cl:21][C:16]1[CH:15]=[C:14]([CH:19]=[CH:18][C:17]=1[F:20])[NH:13][C:6]1[C:5]2[C:10](=[CH:11][CH:12]=[C:3]([C:33]3[S:34][C:30]([CH2:29][CH2:28][N:25]4[CH2:26][CH2:27][O:22][CH2:23][CH2:24]4)=[CH:31][CH:32]=3)[CH:4]=2)[N:9]=[CH:8][N:7]=1. The yield is 0.270.